This data is from Forward reaction prediction with 1.9M reactions from USPTO patents (1976-2016). The task is: Predict the product of the given reaction. (1) Given the reactants Cl.Cl.[NH2:3][C:4]1[C:13]2[N:14]=[C:15]([CH2:22][O:23][CH2:24][CH3:25])[N:16]([CH2:17][C:18]([CH3:21])([OH:20])[CH3:19])[C:12]=2[C:11]2[CH:10]=[CH:9][C:8]([O:26][CH2:27][CH2:28][NH2:29])=[CH:7][C:6]=2[N:5]=1.C(N(CC)CC)C.[CH:37]([N:40]=[C:41]=[O:42])([CH3:39])[CH3:38].C(=O)([O-])[O-].[Na+].[Na+], predict the reaction product. The product is: [NH2:3][C:4]1[C:13]2[N:14]=[C:15]([CH2:22][O:23][CH2:24][CH3:25])[N:16]([CH2:17][C:18]([OH:20])([CH3:21])[CH3:19])[C:12]=2[C:11]2[CH:10]=[CH:9][C:8]([O:26][CH2:27][CH2:28][NH:29][C:41]([NH:40][CH:37]([CH3:39])[CH3:38])=[O:42])=[CH:7][C:6]=2[N:5]=1. (2) Given the reactants [Br:1][C:2]1[C:3]([OH:9])=[N:4][CH:5]=[C:6]([CH3:8])[CH:7]=1.[F:10][C:11]([F:19])(S(F)(=O)=O)C(O)=O.C(=O)([O-])[O-].[Na+].[Na+].O, predict the reaction product. The product is: [Br:1][C:2]1[C:3]([O:9][CH:11]([F:19])[F:10])=[N:4][CH:5]=[C:6]([CH3:8])[CH:7]=1. (3) The product is: [Cl:23][C:4]1[C:5]([N+:20]([O-:22])=[O:21])=[CH:6][C:7]([O:8][CH2:9][C:10]2[C:15]([O:16][CH3:17])=[CH:14][CH:13]=[C:12]([F:18])[C:11]=2[F:19])=[C:2]([CH2:31][CH2:30][CH2:29][C:28]([O:27][CH2:25][CH3:26])=[O:33])[CH:3]=1. Given the reactants Br[C:2]1[C:7]([O:8][CH2:9][C:10]2[C:15]([O:16][CH3:17])=[CH:14][CH:13]=[C:12]([F:18])[C:11]=2[F:19])=[CH:6][C:5]([N+:20]([O-:22])=[O:21])=[C:4]([Cl:23])[CH:3]=1.[Br-].[CH2:25]([O:27][C:28](=[O:33])[CH2:29][CH2:30][CH2:31][Zn+])[CH3:26].Cl, predict the reaction product. (4) The product is: [OH:26][C:25]1[C:27]([CH2:15][CH2:16][CH:17]([CH3:20])[CH3:18])=[C:28]([OH:32])[C:29]([CH2:9][CH2:8][CH:5]([CH3:4])[CH3:6])([CH2:21][CH2:22][CH:24]([CH3:30])[CH3:25])[C:30](=[O:31])[C:24]=1[C:22](=[O:23])[CH2:21][CH2:20][C:17]1[CH:16]=[CH:15][C:14]([Cl:13])=[CH:19][CH:18]=1. Given the reactants ClC1C=[CH:6][C:5]([CH2:8][CH2:9]C(O)=O)=[CH:4]C=1.[Cl:13][C:14]1[CH:19]=[CH:18][C:17]([CH2:20][CH2:21][C:22]([C:24]2[C:30]([OH:31])=[CH:29][C:28]([OH:32])=[CH:27][C:25]=2[OH:26])=[O:23])=[CH:16][CH:15]=1, predict the reaction product. (5) Given the reactants CC1[C:3]([C:13]([OH:15])=[O:14])=[N:4][N:5]([C:7]2[CH:12]=[CH:11][CH:10]=[CH:9][CH:8]=2)[N:6]=1.[OH-:16].[Na+].[O-][Mn](=O)(=O)=O.[K+].[CH2:24]([OH:26])[CH3:25], predict the reaction product. The product is: [C:7]1([N:5]2[N:6]=[C:25]([C:24]([OH:16])=[O:26])[C:3]([C:13]([OH:15])=[O:14])=[N:4]2)[CH:12]=[CH:11][CH:10]=[CH:9][CH:8]=1. (6) Given the reactants [Br:1][C:2]1[N:7]=[C:6]([C:8](OC)=[O:9])[C:5]([NH:12][CH2:13][CH2:14][O:15][CH3:16])=[CH:4][C:3]=1[F:17].[NH3:18], predict the reaction product. The product is: [Br:1][C:2]1[N:7]=[C:6]([C:8]([NH2:18])=[O:9])[C:5]([NH:12][CH2:13][CH2:14][O:15][CH3:16])=[CH:4][C:3]=1[F:17]. (7) The product is: [Cl:38][C:33]1[CH:34]=[CH:35][CH:36]=[CH:37][C:32]=1[C:29]1[C:30]([I:31])=[C:26]2[N:25]=[CH:24][CH:23]=[C:22]([N:7]3[CH2:8][C:5]([NH:4][CH2:2][CH3:3])([C:9]([NH2:11])=[O:10])[CH2:6]3)[N:27]2[N:28]=1. Given the reactants Cl.[CH2:2]([NH:4][C:5]1([C:9]([NH2:11])=[O:10])[CH2:8][NH:7][CH2:6]1)[CH3:3].C(N(C(C)C)CC)(C)C.Cl[C:22]1[N:27]2[N:28]=[C:29]([C:32]3[CH:37]=[CH:36][CH:35]=[CH:34][C:33]=3[Cl:38])[C:30]([I:31])=[C:26]2[N:25]=[CH:24][CH:23]=1.N1CCC1, predict the reaction product. (8) Given the reactants [C:1]([O:16][C@@H:17]([CH3:42])[C@H:18]([NH:31][C:32]([O:34][CH2:35][C:36]1[CH:41]=[CH:40][CH:39]=[CH:38][CH:37]=1)=[O:33])[C:19]([NH:21][CH2:22][CH2:23][CH:24](OCC)[O:25]CC)=[O:20])(=[O:15])[CH2:2][CH2:3][CH2:4][CH2:5][CH2:6][CH2:7][CH2:8][CH2:9][CH2:10][CH2:11][CH2:12][CH2:13][CH3:14].Cl.C(=O)(O)[O-].[Na+], predict the reaction product. The product is: [C:1]([O:16][C@@H:17]([CH3:42])[C@H:18]([NH:31][C:32]([O:34][CH2:35][C:36]1[CH:37]=[CH:38][CH:39]=[CH:40][CH:41]=1)=[O:33])[C:19](=[O:20])[NH:21][CH2:22][CH2:23][CH:24]=[O:25])(=[O:15])[CH2:2][CH2:3][CH2:4][CH2:5][CH2:6][CH2:7][CH2:8][CH2:9][CH2:10][CH2:11][CH2:12][CH2:13][CH3:14]. (9) Given the reactants [CH3:1][CH2:2][N:3]([C:6]1[CH:7]=[CH:8][C:9]2[C:24]([C:25]3[CH:26]=[CH:27][CH:28]=[CH:29][C:30]=3[C:31](C)=[O:32])=[C:23]3[C:13](=[CH:14][C:15]([CH:21]=[CH:22]3)=[N+:16]([CH2:19][CH3:20])[CH2:17][CH3:18])[O:12][C:10]=2[CH:11]=1)[CH2:4][CH3:5].[NH2:34][NH2:35], predict the reaction product. The product is: [CH3:5][CH2:4][N:3]([C:6]1[CH:7]=[CH:8][C:9]2[C:24]3([N:34]([NH2:35])[C:31](=[O:32])[C:30]4[C:25]3=[CH:26][CH:27]=[CH:28][CH:29]=4)[C:23]3[CH:22]=[CH:21][C:15]([N:16]([CH2:19][CH3:20])[CH2:17][CH3:18])=[CH:14][C:13]=3[O:12][C:10]=2[CH:11]=1)[CH2:2][CH3:1]. (10) Given the reactants [CH3:1][O:2][CH2:3][CH2:4][N:5]1[C:13]2[CH:12]=[CH:11][CH:10]=[C:9]([NH2:14])[C:8]=2[CH2:7][CH2:6]1.C(OCN1[C:27]2[N:28]=[C:29](NC3C=CC(OCCOC)=C(F)C=3)[N:30]=[C:31]([O:32][C:33]3[CH:38]=[CH:37][CH:36]=[C:35]([N+:39]([O-])=O)[CH:34]=3)[C:26]=2C=C1)(=O)C(C)(C)C.[C:55]([O-:58])([O-])=O.[K+].[K+].C1(P([CH:89]2[CH2:94]CCCC2)C2C=CC=CC=2C2C(C(C)C)=CC(C(C)C)=CC=2C(C)C)CCCCC1.[C:95](OCC)(=[O:97])C, predict the reaction product. The product is: [CH3:95][O:97][C:26]1[C:31]([O:32][C:33]2[CH:34]=[C:35]([NH:39][C:55](=[O:58])[CH:94]=[CH2:89])[CH:36]=[CH:37][CH:38]=2)=[N:30][C:29]([NH:14][C:9]2[CH:10]=[CH:11][CH:12]=[C:13]3[C:8]=2[CH2:7][CH2:6][N:5]3[CH2:4][CH2:3][O:2][CH3:1])=[N:28][CH:27]=1.